Task: Predict the reaction yield, written as a fraction of the theoretical maximum amount of product (1.0 means a 100% yield; for example, 0.34 means a 34% yield).. Dataset: Reaction yield outcomes from USPTO patents with 853,638 reactions (1) The reactants are [OH:1][C:2]1[N:10]=[CH:9][CH:8]=[CH:7][C:3]=1[C:4]([OH:6])=[O:5].[N+:11]([O-])([O-:13])=[O:12].[Na+]. The catalyst is S(=O)(=O)(O)O. The product is [OH:1][C:2]1[N:10]=[CH:9][C:8]([N+:11]([O-:13])=[O:12])=[CH:7][C:3]=1[C:4]([OH:6])=[O:5]. The yield is 0.450. (2) The reactants are C1(P(C2CCCCC2)C2C=CC=CC=2C2C=CC=CC=2)CCCCC1.[CH3:26][C:27]1[O:28][C:29]([C:32]2[CH:37]=[CH:36][C:35]([NH2:38])=[CH:34][CH:33]=2)=[CH:30][N:31]=1.[CH2:39]([C:46]1[CH:51]=[C:50]([CH3:52])[N:49]=[C:48](Cl)[N:47]=1)[C:40]1[CH:45]=[CH:44][CH:43]=[CH:42][CH:41]=1.O. The catalyst is O1CCOCC1.C([O-])(=O)C.[Pd+2].C([O-])(=O)C. The product is [CH2:39]([C:46]1[CH:51]=[C:50]([CH3:52])[N:49]=[C:48]([NH:38][C:35]2[CH:36]=[CH:37][C:32]([C:29]3[O:28][C:27]([CH3:26])=[N:31][CH:30]=3)=[CH:33][CH:34]=2)[N:47]=1)[C:40]1[CH:41]=[CH:42][CH:43]=[CH:44][CH:45]=1. The yield is 0.610. (3) The reactants are [B-](F)(F)(F)F.[B-](F)(F)(F)F.C1[N+]2(CCl)CC[N+]([F:21])(CC2)C1.[CH3:22][N:23]([CH3:43])/[CH:24]=[CH:25]/[C:26]([C:28]1[N:32]([CH:33]2[CH2:38][CH2:37][O:36][CH2:35][CH2:34]2)[C:31]([C:39]([F:42])([F:41])[F:40])=[N:30][CH:29]=1)=[O:27]. The catalyst is CC#N. The product is [CH3:43][N:23]([CH3:22])/[CH:24]=[C:25](\[F:21])/[C:26]([C:28]1[N:32]([CH:33]2[CH2:38][CH2:37][O:36][CH2:35][CH2:34]2)[C:31]([C:39]([F:42])([F:40])[F:41])=[N:30][CH:29]=1)=[O:27]. The yield is 0.530.